Dataset: Reaction yield outcomes from USPTO patents with 853,638 reactions. Task: Predict the reaction yield, written as a fraction of the theoretical maximum amount of product (1.0 means a 100% yield; for example, 0.34 means a 34% yield). (1) The reactants are [CH3:1][S:2]([O:5]S(C)(=O)=O)(=O)=[O:3].[NH2:10][CH2:11][CH2:12][CH2:13][C:14]1[C:15]([C:26]2[CH:31]=[CH:30][N:29]=[CH:28][CH:27]=2)=[C:16]([C:19]2[CH:24]=[CH:23][C:22]([F:25])=[CH:21][CH:20]=2)[NH:17][CH:18]=1.O. The catalyst is N1C=CC=CC=1. The product is [F:25][C:22]1[CH:21]=[CH:20][C:19]([C:16]2[NH:17][CH:18]=[C:14]([CH2:13][CH2:12][CH2:11][NH:10][S:2]([CH3:1])(=[O:5])=[O:3])[C:15]=2[C:26]2[CH:31]=[CH:30][N:29]=[CH:28][CH:27]=2)=[CH:24][CH:23]=1. The yield is 0.570. (2) The reactants are [Br:1][C:2]1[CH:7]=[CH:6][C:5]([CH:8]2[CH2:12][CH2:11][CH2:10][NH:9]2)=[CH:4][CH:3]=1.C(=O)([O-])[O-].[K+].[K+].Cl[C:20]([O:22][CH2:23][C:24]1[CH:29]=[CH:28][CH:27]=[CH:26][CH:25]=1)=[O:21]. The catalyst is O1CCOCC1.O. The product is [Br:1][C:2]1[CH:3]=[CH:4][C:5]([CH:8]2[CH2:12][CH2:11][CH2:10][N:9]2[C:20]([O:22][CH2:23][C:24]2[CH:29]=[CH:28][CH:27]=[CH:26][CH:25]=2)=[O:21])=[CH:6][CH:7]=1. The yield is 0.820. (3) The reactants are C[O:2][C:3]([C:5]1[C:29]([F:30])=[CH:28][C:8]2[N:9]([CH:13]3[CH2:19][CH:18]4[N:20]([CH2:21][C:22]5[CH:27]=[CH:26][CH:25]=[CH:24][CH:23]=5)[CH:15]([CH2:16][CH2:17]4)[CH2:14]3)[C:10](=[O:12])[NH:11][C:7]=2[CH:6]=1)=[O:4].O.[OH-].[Li+].O. The catalyst is CO.C(Cl)Cl. The product is [CH2:21]([N:20]1[CH:18]2[CH2:17][CH2:16][CH:15]1[CH2:14][CH:13]([N:9]1[C:8]3[CH:28]=[C:29]([F:30])[C:5]([C:3]([OH:4])=[O:2])=[CH:6][C:7]=3[NH:11][C:10]1=[O:12])[CH2:19]2)[C:22]1[CH:27]=[CH:26][CH:25]=[CH:24][CH:23]=1. The yield is 0.940. (4) The catalyst is C1(C)C=CC=CC=1. The product is [Cl:14][C:12]1[S:13][C:9]2[CH:8]=[C:7]([OH:6])[CH:16]=[CH:15][C:10]=2[N:11]=1. The reactants are [Cl-].[Al+3].[Cl-].[Cl-].C[O:6][C:7]1[CH:16]=[CH:15][C:10]2[N:11]=[C:12]([Cl:14])[S:13][C:9]=2[CH:8]=1.Cl. The yield is 0.810. (5) The product is [S:22]1[C:23]2[CH:29]=[CH:28][CH:27]=[CH:26][C:24]=2[N:25]=[C:21]1[O:13][C:11]1[CH:10]=[CH:9][C:8]2[C:4]([CH2:3][CH2:2][OH:1])=[CH:5][O:6][C:7]=2[CH:12]=1. The yield is 0.500. The reactants are [OH:1][CH2:2][CH2:3][C:4]1[C:8]2[CH:9]=[CH:10][C:11]([OH:13])=[CH:12][C:7]=2[O:6][CH:5]=1.C([O-])([O-])=O.[Cs+].[Cs+].Cl[C:21]1[S:22][C:23]2[CH:29]=[CH:28][CH:27]=[CH:26][C:24]=2[N:25]=1. The catalyst is CC#N. (6) The reactants are [CH2:1]([C@@H:8]1[CH2:12][O:11][C:10](=[O:13])[N:9]1[C:14](=[O:19])[CH2:15][CH:16]1[CH2:18][CH2:17]1)[C:2]1[CH:7]=[CH:6][CH:5]=[CH:4][CH:3]=1.N#N.CCN(C(C)C)C(C)C.[CH:31]([C@H:33]1[CH2:37][O:36][C:35]([CH3:39])([CH3:38])[N:34]1[C:40]([O:42][C:43]([CH3:46])([CH3:45])[CH3:44])=[O:41])=[O:32]. The catalyst is C(Cl)Cl.Cl[Ti](Cl)(Cl)Cl. The product is [CH2:1]([C@@H:8]1[CH2:12][O:11][C:10](=[O:13])[N:9]1[C:14](=[O:19])[C@H:15]([CH:16]1[CH2:17][CH2:18]1)[C@H:31]([C@H:33]1[CH2:37][O:36][C:35]([CH3:39])([CH3:38])[N:34]1[C:40]([O:42][C:43]([CH3:46])([CH3:45])[CH3:44])=[O:41])[OH:32])[C:2]1[CH:3]=[CH:4][CH:5]=[CH:6][CH:7]=1. The yield is 0.500. (7) The reactants are [Cl:1][C:2]1[CH:23]=[CH:22][C:5]([O:6][CH2:7][C@H:8]([OH:21])[CH2:9][N:10]2[C:14](=[O:15])[C:13]3=[CH:16][CH:17]=[CH:18][CH:19]=[C:12]3[C:11]2=[O:20])=[C:4]([OH:24])[CH:3]=1.C(=O)([O-])[O-].[Na+].[Na+].ClCCCl.[C:35](OC(=O)C)(=[O:37])[CH3:36]. The catalyst is O. The product is [Cl:1][C:2]1[CH:23]=[CH:22][C:5]([O:6][CH2:7][C@H:8]([OH:21])[CH2:9][N:10]2[C:11](=[O:20])[C:12]3=[CH:19][CH:18]=[CH:17][CH:16]=[C:13]3[C:14]2=[O:15])=[C:4]([O:24][C:35](=[O:37])[CH3:36])[CH:3]=1. The yield is 0.920.